The task is: Predict hERG channel inhibition at various concentrations.. This data is from hERG Central: cardiac toxicity at 1µM, 10µM, and general inhibition. (1) The molecule is CC(C)c1ccccc1OCCNC(=O)c1cncc(Br)c1. Results: hERG_inhib (hERG inhibition (general)): blocker. (2) The drug is Cc1ccc(S(=O)(=O)N2CCOCC2)cc1NC(=O)COC(=O)Cc1cccs1. Results: hERG_inhib (hERG inhibition (general)): blocker. (3) The molecule is COc1ccc(CNc2cc(C)nc3ccc(OC)cc23)cc1. Results: hERG_inhib (hERG inhibition (general)): blocker. (4) The molecule is c1ccc(CCNc2nc(-c3ccccn3)nc3ccccc23)cc1. Results: hERG_inhib (hERG inhibition (general)): blocker. (5) The drug is O=C(CC(c1ccccc1)c1ccccc1)N1CCN(c2ccccn2)CC1. Results: hERG_inhib (hERG inhibition (general)): blocker. (6) The molecule is O=C(CNC(=S)N(CCCN1CCOCC1)Cc1cccs1)NC1CCCCCCC1. Results: hERG_inhib (hERG inhibition (general)): blocker. (7) The compound is COCCCN(C(=S)Nc1cc(Cl)cc(Cl)c1)C(C)c1ccncc1. Results: hERG_inhib (hERG inhibition (general)): blocker.